This data is from TCR-epitope binding with 47,182 pairs between 192 epitopes and 23,139 TCRs. The task is: Binary Classification. Given a T-cell receptor sequence (or CDR3 region) and an epitope sequence, predict whether binding occurs between them. (1) The epitope is LQPFPQPELPYPQPQ. The TCR CDR3 sequence is CASSQEGGTSGYNEQFF. Result: 0 (the TCR does not bind to the epitope). (2) The epitope is RPPIFIRRL. The TCR CDR3 sequence is CASSLDNTEAFF. Result: 0 (the TCR does not bind to the epitope). (3) The epitope is KLWAQCVQL. The TCR CDR3 sequence is CASSSLNTEAFF. Result: 0 (the TCR does not bind to the epitope). (4) The epitope is YYRRATRRIR. The TCR CDR3 sequence is CASHSGYSNQPQHF. Result: 0 (the TCR does not bind to the epitope). (5) The epitope is ALSKGVHFV. The TCR CDR3 sequence is CASSLGGTNQPQHF. Result: 0 (the TCR does not bind to the epitope). (6) The epitope is EEHVQIHTI. The TCR CDR3 sequence is CASSSGTPVYSGNTIYF. Result: 0 (the TCR does not bind to the epitope). (7) The epitope is KRWIILGLNK. The TCR CDR3 sequence is CASSQDRGTGFTSDTQYF. Result: 0 (the TCR does not bind to the epitope). (8) The epitope is MLNIPSINV. The TCR CDR3 sequence is CASSLARRVNPRTDTQYF. Result: 1 (the TCR binds to the epitope). (9) The epitope is ATVVIGTSK. The TCR CDR3 sequence is CASSQGTGYTEAFF. Result: 1 (the TCR binds to the epitope).